This data is from Forward reaction prediction with 1.9M reactions from USPTO patents (1976-2016). The task is: Predict the product of the given reaction. (1) Given the reactants [CH3:1][C:2]1[C:7]([O:8][C@@H:9]2[C@H:13]3[O:14][CH2:15][C@H:16]([NH2:17])[C@H:12]3[O:11][CH2:10]2)=[CH:6][CH:5]=[CH:4][N:3]=1.[C:18]([N:25]1[CH:29]=[CH:28]N=C1)(N1C=CN=C1)=[O:19].[CH3:30][CH:31]1[CH2:36]C(N)C[CH2:33][O:32]1, predict the reaction product. The product is: [CH3:1][C:2]1[C:7]([O:8][C@@H:9]2[C@H:13]3[O:14][CH2:15][C@H:16]([NH:17][C:18]([NH:25][CH:29]4[CH2:28][CH2:33][O:32][CH:31]([CH3:36])[CH2:30]4)=[O:19])[C@H:12]3[O:11][CH2:10]2)=[CH:6][CH:5]=[CH:4][N:3]=1. (2) Given the reactants [C:1](/[C:3](=[CH:9]\[NH:10][C:11]1[CH:16]=[CH:15][C:14]([N+:17]([O-:19])=[O:18])=[CH:13][CH:12]=1)/[C:4]([O:6]CC)=O)#[N:2].C1C=CC(C2C=CC=CC=2)=CC=1.C1C=CC(OC2C=CC=CC=2)=CC=1, predict the reaction product. The product is: [OH:6][C:4]1[C:12]2[C:11](=[CH:16][CH:15]=[C:14]([N+:17]([O-:19])=[O:18])[CH:13]=2)[N:10]=[CH:9][C:3]=1[C:1]#[N:2]. (3) The product is: [CH2:11]([NH:10][CH:7]1[CH2:8][CH2:9][C:4](=[O:3])[CH2:5][CH2:6]1)[CH2:12][CH3:13]. Given the reactants C1O[C:4]2([CH2:9][CH2:8][CH:7]([NH:10][CH2:11][CH2:12][CH3:13])[CH2:6][CH2:5]2)[O:3]C1.Cl.C(=O)([O-])[O-].[Na+].[Na+], predict the reaction product. (4) Given the reactants [Cl:1][C:2]1[CH:3]=[C:4]([CH2:19][N:20]2[C:24]([CH3:25])=[CH:23][C:22]([C:26](O)=[O:27])=[N:21]2)[C:5]2[O:9][C:8]([C:10]3[CH:15]=[CH:14][C:13]([F:16])=[CH:12][C:11]=3[F:17])=[CH:7][C:6]=2[CH:18]=1.C(N1CCOCC1)C.[NH2:37][CH2:38][CH:39]1[CH2:44][CH2:43][N:42]([C:45]([O:47][C:48]([CH3:51])([CH3:50])[CH3:49])=[O:46])[CH2:41][CH2:40]1.O.ON1C2C=CC=CC=2N=N1.CN(C)CCCN=C=NCC, predict the reaction product. The product is: [Cl:1][C:2]1[CH:3]=[C:4]([CH2:19][N:20]2[C:24]([CH3:25])=[CH:23][C:22]([C:26]([NH:37][CH2:38][CH:39]3[CH2:44][CH2:43][N:42]([C:45]([O:47][C:48]([CH3:51])([CH3:50])[CH3:49])=[O:46])[CH2:41][CH2:40]3)=[O:27])=[N:21]2)[C:5]2[O:9][C:8]([C:10]3[CH:15]=[CH:14][C:13]([F:16])=[CH:12][C:11]=3[F:17])=[CH:7][C:6]=2[CH:18]=1. (5) Given the reactants [NH2:1][C:2]1[C:7]([NH2:8])=[CH:6][C:5]([Br:9])=[CH:4][N:3]=1.N1C=CC=CC=1.[Br:16][CH2:17][CH2:18][CH2:19][C:20](Cl)=[O:21], predict the reaction product. The product is: [NH2:1][C:2]1[C:7]([NH:8][C:20](=[O:21])[CH2:19][CH2:18][CH2:17][Br:16])=[CH:6][C:5]([Br:9])=[CH:4][N:3]=1. (6) Given the reactants [NH2:1][C:2]1[CH:7]=[C:6]([Cl:8])[C:5]([Br:9])=[CH:4][C:3]=1[OH:10].[Yb+3].FC(F)(F)S([O-])(=O)=O.FC(F)(F)S([O-])(=O)=O.FC(F)(F)S([O-])(=O)=O.[C:36](OC)(OC)(OC)[CH3:37], predict the reaction product. The product is: [Br:9][C:5]1[C:6]([Cl:8])=[CH:7][C:2]2[N:1]=[C:36]([CH3:37])[O:10][C:3]=2[CH:4]=1. (7) Given the reactants Cl.[NH2:2][CH2:3][C:4]([NH:6][CH:7]([C:14]1[CH:19]=[CH:18][C:17]([Cl:20])=[CH:16][CH:15]=1)[C:8]1[CH:13]=[CH:12][CH:11]=[CH:10][CH:9]=1)=[O:5].[Cl:21][C:22]1[S:26][C:25]([C:27](O)=[O:28])=[CH:24][CH:23]=1, predict the reaction product. The product is: [Cl:20][C:17]1[CH:18]=[CH:19][C:14]([CH:7]([NH:6][C:4]([CH2:3][NH:2][C:27]([C:25]2[S:26][C:22]([Cl:21])=[CH:23][CH:24]=2)=[O:28])=[O:5])[C:8]2[CH:13]=[CH:12][CH:11]=[CH:10][CH:9]=2)=[CH:15][CH:16]=1. (8) Given the reactants [Cl:1][C:2]1[CH:3]=[C:4](B(O)O)[CH:5]=[CH:6][C:7]=1[Cl:8].[C:12]1(=[O:17])[CH2:16][CH2:15][CH:14]=[CH:13]1, predict the reaction product. The product is: [Cl:1][C:2]1[CH:3]=[C:4]([C@H:14]2[CH2:15][CH2:16][C:12](=[O:17])[CH2:13]2)[CH:5]=[CH:6][C:7]=1[Cl:8]. (9) Given the reactants [Br:1][C:2]1[CH:7]=[CH:6][CH:5]=[CH:4][C:3]=1[OH:8].[CH:9]#[C:10][CH2:11]Br.C([O-])([O-])=O.[K+].[K+], predict the reaction product. The product is: [Br:1][C:2]1[CH:7]=[CH:6][CH:5]=[CH:4][C:3]=1[O:8][CH2:11][C:10]#[CH:9]. (10) Given the reactants Cl.Cl.[CH3:3][N:4]([CH3:9])[CH:5]1[CH2:8][NH:7][CH2:6]1.F[C:11]1[C:16]([N+:17]([O-:19])=[O:18])=[CH:15][C:14]([NH:20][C:21]2[N:26]=[C:25]([C:27]3[CH:28]=[N:29][N:30]4[CH:35]=[CH:34][CH:33]=[CH:32][C:31]=34)[CH:24]=[CH:23][N:22]=2)=[C:13]([O:36][CH3:37])[CH:12]=1.CCN(C(C)C)C(C)C, predict the reaction product. The product is: [CH3:3][N:4]([CH3:9])[CH:5]1[CH2:8][N:7]([C:11]2[C:16]([N+:17]([O-:19])=[O:18])=[CH:15][C:14]([NH:20][C:21]3[N:26]=[C:25]([C:27]4[CH:28]=[N:29][N:30]5[CH:35]=[CH:34][CH:33]=[CH:32][C:31]=45)[CH:24]=[CH:23][N:22]=3)=[C:13]([O:36][CH3:37])[CH:12]=2)[CH2:6]1.